Dataset: Full USPTO retrosynthesis dataset with 1.9M reactions from patents (1976-2016). Task: Predict the reactants needed to synthesize the given product. Given the product [Cl:10][C:11]1[CH:24]=[CH:23][C:14]([CH2:15][NH:16][C:17](=[O:22])[C:18]([CH3:21])([CH3:20])[CH3:19])=[CH:13][C:12]=1[NH:25][C:26]1[N:35]([CH3:36])[C:34]2=[N:33][C:32]([O:37][CH2:38][CH:39]([F:41])[F:40])=[C:31]([C:42](=[O:54])[NH:43][C@H:44]3[CH2:49][CH2:48][C@H:47]([C:50]([F:53])([F:52])[F:51])[CH2:46][CH2:45]3)[CH:30]=[C:29]2[N:28]=1, predict the reactants needed to synthesize it. The reactants are: CC(C)N=C=NC(C)C.[Cl:10][C:11]1[CH:24]=[CH:23][C:14]([CH2:15][NH:16][C:17](=[O:22])[C:18]([CH3:21])([CH3:20])[CH3:19])=[CH:13][C:12]=1[NH:25][C:26]([NH:28][C:29]1[CH:30]=[C:31]([C:42](=[O:54])[NH:43][C@H:44]2[CH2:49][CH2:48][C@H:47]([C:50]([F:53])([F:52])[F:51])[CH2:46][CH2:45]2)[C:32]([O:37][CH2:38][CH:39]([F:41])[F:40])=[N:33][C:34]=1[NH:35][CH3:36])=S.